Dataset: NCI-60 drug combinations with 297,098 pairs across 59 cell lines. Task: Regression. Given two drug SMILES strings and cell line genomic features, predict the synergy score measuring deviation from expected non-interaction effect. (1) Drug 1: CCN(CC)CCNC(=O)C1=C(NC(=C1C)C=C2C3=C(C=CC(=C3)F)NC2=O)C. Drug 2: CNC(=O)C1=NC=CC(=C1)OC2=CC=C(C=C2)NC(=O)NC3=CC(=C(C=C3)Cl)C(F)(F)F. Cell line: NCI-H522. Synergy scores: CSS=4.39, Synergy_ZIP=-3.78, Synergy_Bliss=-2.73, Synergy_Loewe=-19.9, Synergy_HSA=-1.01. (2) Drug 2: CC1C(C(CC(O1)OC2CC(OC(C2O)C)OC3=CC4=CC5=C(C(=O)C(C(C5)C(C(=O)C(C(C)O)O)OC)OC6CC(C(C(O6)C)O)OC7CC(C(C(O7)C)O)OC8CC(C(C(O8)C)O)(C)O)C(=C4C(=C3C)O)O)O)O. Cell line: OVCAR-8. Synergy scores: CSS=37.4, Synergy_ZIP=-0.239, Synergy_Bliss=2.69, Synergy_Loewe=2.22, Synergy_HSA=2.54. Drug 1: CC1=C2C(C(=O)C3(C(CC4C(C3C(C(C2(C)C)(CC1OC(=O)C(C(C5=CC=CC=C5)NC(=O)OC(C)(C)C)O)O)OC(=O)C6=CC=CC=C6)(CO4)OC(=O)C)O)C)O. (3) Drug 1: CCC1(CC2CC(C3=C(CCN(C2)C1)C4=CC=CC=C4N3)(C5=C(C=C6C(=C5)C78CCN9C7C(C=CC9)(C(C(C8N6C)(C(=O)OC)O)OC(=O)C)CC)OC)C(=O)OC)O.OS(=O)(=O)O. Drug 2: C1=NC2=C(N=C(N=C2N1C3C(C(C(O3)CO)O)F)Cl)N. Cell line: OVCAR3. Synergy scores: CSS=5.71, Synergy_ZIP=-2.99, Synergy_Bliss=-6.05, Synergy_Loewe=0.241, Synergy_HSA=-3.44. (4) Drug 1: COC1=C2C(=CC3=C1OC=C3)C=CC(=O)O2. Drug 2: N.N.Cl[Pt+2]Cl. Cell line: UO-31. Synergy scores: CSS=24.4, Synergy_ZIP=-7.72, Synergy_Bliss=-2.93, Synergy_Loewe=-7.20, Synergy_HSA=-3.09. (5) Drug 1: CN1CCC(CC1)COC2=C(C=C3C(=C2)N=CN=C3NC4=C(C=C(C=C4)Br)F)OC. Drug 2: CCC(=C(C1=CC=CC=C1)C2=CC=C(C=C2)OCCN(C)C)C3=CC=CC=C3.C(C(=O)O)C(CC(=O)O)(C(=O)O)O. Cell line: NCI-H322M. Synergy scores: CSS=35.9, Synergy_ZIP=2.29, Synergy_Bliss=3.62, Synergy_Loewe=-15.8, Synergy_HSA=3.24. (6) Drug 1: CC1=C2C(C(=O)C3(C(CC4C(C3C(C(C2(C)C)(CC1OC(=O)C(C(C5=CC=CC=C5)NC(=O)OC(C)(C)C)O)O)OC(=O)C6=CC=CC=C6)(CO4)OC(=O)C)OC)C)OC. Drug 2: CNC(=O)C1=CC=CC=C1SC2=CC3=C(C=C2)C(=NN3)C=CC4=CC=CC=N4. Cell line: OVCAR3. Synergy scores: CSS=42.4, Synergy_ZIP=1.43, Synergy_Bliss=-0.449, Synergy_Loewe=-38.8, Synergy_HSA=-2.07. (7) Drug 1: COC1=CC(=CC(=C1O)OC)C2C3C(COC3=O)C(C4=CC5=C(C=C24)OCO5)OC6C(C(C7C(O6)COC(O7)C8=CC=CS8)O)O. Drug 2: C1=NC2=C(N=C(N=C2N1C3C(C(C(O3)CO)O)O)F)N. Cell line: RPMI-8226. Synergy scores: CSS=59.1, Synergy_ZIP=1.46, Synergy_Bliss=-2.07, Synergy_Loewe=-33.9, Synergy_HSA=-0.708. (8) Drug 1: COC1=C(C=C2C(=C1)N=CN=C2NC3=CC(=C(C=C3)F)Cl)OCCCN4CCOCC4. Drug 2: CC(C)NC(=O)C1=CC=C(C=C1)CNNC.Cl. Cell line: SK-MEL-2. Synergy scores: CSS=24.0, Synergy_ZIP=0.306, Synergy_Bliss=4.72, Synergy_Loewe=-18.2, Synergy_HSA=1.15. (9) Drug 1: CC=C1C(=O)NC(C(=O)OC2CC(=O)NC(C(=O)NC(CSSCCC=C2)C(=O)N1)C(C)C)C(C)C. Cell line: TK-10. Synergy scores: CSS=36.1, Synergy_ZIP=0.455, Synergy_Bliss=2.53, Synergy_Loewe=-38.1, Synergy_HSA=-0.578. Drug 2: CC(C)NC(=O)C1=CC=C(C=C1)CNNC.Cl. (10) Drug 1: CC1OCC2C(O1)C(C(C(O2)OC3C4COC(=O)C4C(C5=CC6=C(C=C35)OCO6)C7=CC(=C(C(=C7)OC)O)OC)O)O. Drug 2: C1=CC=C(C(=C1)C(C2=CC=C(C=C2)Cl)C(Cl)Cl)Cl. Cell line: CCRF-CEM. Synergy scores: CSS=55.0, Synergy_ZIP=0.618, Synergy_Bliss=1.35, Synergy_Loewe=-30.0, Synergy_HSA=2.00.